Dataset: Catalyst prediction with 721,799 reactions and 888 catalyst types from USPTO. Task: Predict which catalyst facilitates the given reaction. (1) Reactant: [Cl:1][C:2]1[CH:7]=[CH:6][C:5]([S:8][C:9]2[C:17]3[C:16]([CH:18]([CH3:20])[CH3:19])=[CH:15][C:14]([C:21]#[N:22])=[CH:13][C:12]=3[N:11]3[CH2:23][CH2:24][CH:25]([CH2:26][C:27]([OH:29])=[O:28])[C:10]=23)=[CH:4][CH:3]=1.[N:30]([Sn](CCCC)(CCCC)CCCC)=[N+:31]=[N-:32].[CH3:46]C(O)=O. The catalyst class is: 11. Product: [Cl:1][C:2]1[CH:7]=[CH:6][C:5]([S:8][C:9]2[C:17]3[C:16]([CH:18]([CH3:20])[CH3:19])=[CH:15][C:14]([C:21]4[N:30]=[N:31][NH:32][N:22]=4)=[CH:13][C:12]=3[N:11]3[CH2:23][CH2:24][CH:25]([CH2:26][C:27]([O:29][CH3:46])=[O:28])[C:10]=23)=[CH:4][CH:3]=1. (2) Reactant: S(O)(C)(=O)=O.C1(OC)C=CC=CC=1.[CH3:14][C:15]1[C:19]([C:20]2[C:21]([O:44][CH3:45])=[CH:22][C:23]3[C:24]4[N:34]([C@@H](C5C=CC=CC=5)C)[C:33](=[O:43])[O:32][C:25]=4[C:26]([CH2:30][OH:31])=[N:27][C:28]=3[CH:29]=2)=[C:18]([CH3:46])[O:17][N:16]=1.C([O-])(O)=O.[Na+]. Product: [CH3:14][C:15]1[C:19]([C:20]2[C:21]([O:44][CH3:45])=[CH:22][C:23]3[C:24]4[NH:34][C:33](=[O:43])[O:32][C:25]=4[C:26]([CH2:30][OH:31])=[N:27][C:28]=3[CH:29]=2)=[C:18]([CH3:46])[O:17][N:16]=1. The catalyst class is: 11. (3) Reactant: [CH3:1][N:2]1[CH2:6][CH2:5][CH2:4][C@@H:3]1[CH2:7][CH2:8]O.S(Cl)([Cl:12])=O. Product: [ClH:12].[Cl:12][CH2:8][CH2:7][C@H:3]1[CH2:4][CH2:5][CH2:6][N:2]1[CH3:1]. The catalyst class is: 22.